From a dataset of Catalyst prediction with 721,799 reactions and 888 catalyst types from USPTO. Predict which catalyst facilitates the given reaction. Reactant: Cl[C:2]1[N:7]=[CH:6][N:5]=[C:4]2[N:8]([C:11]3[C:16]([Cl:17])=[CH:15][CH:14]=[CH:13][N:12]=3)[N:9]=[CH:10][C:3]=12.CS([O-])=O.[Na+].[H-].[Na+].[OH:25][C@@H:26]([CH2:37][CH2:38][O:39][CH3:40])[C:27]([NH:29][C:30]1[CH:35]=[CH:34][C:33]([CH3:36])=[CH:32][N:31]=1)=[O:28]. Product: [Cl:17][C:16]1[C:11]([N:8]2[C:4]3=[N:5][CH:6]=[N:7][C:2]([O:25][C@@H:26]([CH2:37][CH2:38][O:39][CH3:40])[C:27]([NH:29][C:30]4[CH:35]=[CH:34][C:33]([CH3:36])=[CH:32][N:31]=4)=[O:28])=[C:3]3[CH:10]=[N:9]2)=[N:12][CH:13]=[CH:14][CH:15]=1. The catalyst class is: 49.